This data is from Catalyst prediction with 721,799 reactions and 888 catalyst types from USPTO. The task is: Predict which catalyst facilitates the given reaction. (1) Reactant: [CH2:1]([N:8]1[CH2:13][CH2:12][CH:11]([NH:14][C:15]2[C:16]([C:21](OC)=[O:22])=[N:17][CH:18]=[CH:19][N:20]=2)[CH2:10][CH2:9]1)[C:2]1[CH:7]=[CH:6][CH:5]=[CH:4][CH:3]=1.O.[NH2:26][NH2:27]. Product: [CH2:1]([N:8]1[CH2:13][CH2:12][CH:11]([NH:14][C:15]2[C:16]([C:21]([NH:26][NH2:27])=[O:22])=[N:17][CH:18]=[CH:19][N:20]=2)[CH2:10][CH2:9]1)[C:2]1[CH:3]=[CH:4][CH:5]=[CH:6][CH:7]=1. The catalyst class is: 8. (2) Reactant: [CH2:1]=[C:2]([P:16]([C:23]1[CH:28]=[CH:27][CH:26]=[CH:25][CH:24]=1)[C:17]1[CH:22]=[CH:21][CH:20]=[CH:19][CH:18]=1)[P:3]([C:10]1[CH:15]=[CH:14][CH:13]=[CH:12][CH:11]=1)[C:4]1[CH:9]=[CH:8][CH:7]=[CH:6][CH:5]=1.CCCCCC. Product: [CH2:1]=[C:2]([P:3]([C:10]1[CH:15]=[CH:14][CH:13]=[CH:12][CH:11]=1)[C:4]1[CH:5]=[CH:6][CH:7]=[CH:8][CH:9]=1)[P:16]([C:23]1[CH:28]=[CH:27][CH:26]=[CH:25][CH:24]=1)[C:17]1[CH:18]=[CH:19][CH:20]=[CH:21][CH:22]=1. The catalyst class is: 81. (3) Reactant: [CH3:1][C:2]1([CH3:14])[C:6]([CH3:8])([CH3:7])[O:5][B:4]([C:9]2[CH:10]=[N:11][NH:12][CH:13]=2)[O:3]1.Br[CH2:16][CH2:17][CH2:18][O:19][CH2:20][C:21]1[CH:26]=[CH:25][CH:24]=[CH:23][CH:22]=1.C([O-])([O-])=O.[Cs+].[Cs+].O. Product: [CH2:20]([O:19][CH2:18][CH2:17][CH2:16][N:12]1[CH:13]=[C:9]([B:4]2[O:5][C:6]([CH3:7])([CH3:8])[C:2]([CH3:14])([CH3:1])[O:3]2)[CH:10]=[N:11]1)[C:21]1[CH:26]=[CH:25][CH:24]=[CH:23][CH:22]=1. The catalyst class is: 3. (4) Reactant: [F:1][C:2]1[CH:10]=[CH:9][CH:8]=[C:7]([NH:11][C:12]2[N:17]=[C:16]([NH:18][C:19]3[CH:27]=[C:26]4[C:22]([CH2:23][CH2:24][NH:25]4)=[CH:21][C:20]=3[O:28][CH3:29])[NH:15][C:14]3=[N:30][CH:31]=[CH:32][C:13]=23)[C:3]=1[C:4]([NH2:6])=[O:5].Br[CH2:34][C:35](Cl)=[O:36].[NH:38]1[CH:42]=[CH:41][N:40]=[CH:39]1.CCN(C(C)C)C(C)C. Product: [F:1][C:2]1[CH:10]=[CH:9][CH:8]=[C:7]([NH:11][C:12]2[N:17]=[C:16]([NH:18][C:19]3[CH:27]=[C:26]4[C:22]([CH2:23][CH2:24][N:25]4[C:35](=[O:36])[CH2:34][N:38]4[CH:42]=[CH:41][N:40]=[CH:39]4)=[CH:21][C:20]=3[O:28][CH3:29])[NH:15][C:14]3=[N:30][CH:31]=[CH:32][C:13]=23)[C:3]=1[C:4]([NH2:6])=[O:5]. The catalyst class is: 1. (5) Reactant: [CH2:1]([C:3]1[N:4]=[C:5]([CH3:11])[S:6][C:7]=1[C:8](O)=[O:9])[CH3:2].Cl. Product: [CH2:1]([C:3]1[N:4]=[C:5]([CH3:11])[S:6][C:7]=1[CH2:8][OH:9])[CH3:2]. The catalyst class is: 1. (6) Reactant: C(OC(=O)[NH:7][C@@H:8]([C:11]1[CH:16]=[CH:15][C:14]([Cl:17])=[C:13]([C:18]([C:20]2[CH:21]=[N:22][C:23]([NH2:26])=[CH:24][CH:25]=2)=[O:19])[C:12]=1[F:27])[CH2:9][CH3:10])(C)(C)C.Cl.O1CCOCC1. Product: [NH2:7][C@@H:8]([C:11]1[C:12]([F:27])=[C:13]([C:18]([C:20]2[CH:21]=[N:22][C:23]([NH2:26])=[CH:24][CH:25]=2)=[O:19])[C:14]([Cl:17])=[CH:15][CH:16]=1)[CH2:9][CH3:10]. The catalyst class is: 2. (7) Reactant: [CH3:1][O:2][CH2:3][O:4][C:5]1[CH:12]=[CH:11][CH:10]=[CH:9][C:6]=1[CH:7]=O.C(O)(=O)[CH2:14][C:15]([OH:17])=[O:16].N1CCCCC1.Cl. Product: [CH3:1][O:2][CH2:3][O:4][C:5]1[CH:12]=[CH:11][CH:10]=[CH:9][C:6]=1[CH:7]=[CH:14][C:15]([OH:17])=[O:16]. The catalyst class is: 228. (8) Reactant: [NH:1]1[C:9]2[C:4](=[CH:5][C:6]([OH:10])=[CH:7][CH:8]=2)[CH:3]=[N:2]1.[CH3:11][C:12]([Si:15](Cl)([CH3:17])[CH3:16])([CH3:14])[CH3:13].N1C=CN=C1. Product: [Si:15]([O:10][C:6]1[CH:5]=[C:4]2[C:9](=[CH:8][CH:7]=1)[NH:1][N:2]=[CH:3]2)([C:12]([CH3:14])([CH3:13])[CH3:11])([CH3:17])[CH3:16]. The catalyst class is: 3.